Dataset: Forward reaction prediction with 1.9M reactions from USPTO patents (1976-2016). Task: Predict the product of the given reaction. Given the reactants CS(C)=O.C(Cl)(=O)C(Cl)=O.[OH:11][CH2:12][C@@H:13]1[CH2:18][CH2:17][CH2:16][CH2:15][C@@H:14]1[NH:19][C:20](=[O:26])[O:21][C:22]([CH3:25])([CH3:24])[CH3:23].C(N(CC)CC)C, predict the reaction product. The product is: [CH:12]([C@@H:13]1[CH2:18][CH2:17][CH2:16][CH2:15][C@@H:14]1[NH:19][C:20](=[O:26])[O:21][C:22]([CH3:24])([CH3:23])[CH3:25])=[O:11].